Dataset: Full USPTO retrosynthesis dataset with 1.9M reactions from patents (1976-2016). Task: Predict the reactants needed to synthesize the given product. (1) Given the product [CH3:3][Si:2]([CH3:4])([CH:8]1[C:9]2[C:14](=[C:13]([C:16]3[CH:21]=[C:20]([CH3:22])[CH:19]=[C:18]([CH3:23])[CH:17]=3)[C:12]([CH3:24])=[CH:11][CH:10]=2)[CH:15]=[C:7]1[CH3:6])[CH:8]1[C:9]2[C:14](=[C:13]([C:16]3[CH:17]=[C:18]([CH3:23])[CH:19]=[C:20]([CH3:22])[CH:21]=3)[C:12]([CH3:24])=[CH:11][CH:10]=2)[CH:15]=[C:7]1[CH3:6], predict the reactants needed to synthesize it. The reactants are: Cl[Si:2](Cl)([CH3:4])[CH3:3].[CH3:6][C:7]1[CH-:8][C:9]2[C:14]([CH:15]=1)=[C:13]([C:16]1[CH:21]=[C:20]([CH3:22])[CH:19]=[C:18]([CH3:23])[CH:17]=1)[C:12]([CH3:24])=[CH:11][CH:10]=2.[Li+]. (2) Given the product [C:8]([C:3]1[CH:4]=[CH:5][CH:6]=[CH:7][C:2]=1[O:1][C@@H:12]([C:32]1[CH:37]=[CH:36][CH:35]=[CH:34][CH:33]=1)[CH2:13][N:14]1[CH2:19][CH2:18][CH:17]([C:20]2[CH:21]=[C:22]([NH:26][C:27](=[O:31])[CH:28]([CH3:30])[CH3:29])[CH:23]=[CH:24][CH:25]=2)[CH2:16][CH2:15]1)(=[O:10])[CH3:9], predict the reactants needed to synthesize it. The reactants are: [OH:1][C:2]1[CH:7]=[CH:6][CH:5]=[CH:4][C:3]=1[C:8](=[O:10])[CH3:9].O[C@H:12]([C:32]1[CH:37]=[CH:36][CH:35]=[CH:34][CH:33]=1)[CH2:13][N:14]1[CH2:19][CH2:18][CH:17]([C:20]2[CH:21]=[C:22]([NH:26][C:27](=[O:31])[CH:28]([CH3:30])[CH3:29])[CH:23]=[CH:24][CH:25]=2)[CH2:16][CH2:15]1. (3) Given the product [Br:1][C:2]1[CH:7]=[CH:6][C:5]([C:8]2[NH:12][C:11]([C:14]3[C:15](=[O:31])[NH:16][CH:17]=[CH:18][C:19]=3[NH:20][CH2:21][CH:22]([C:24]3[CH:29]=[CH:28][CH:27]=[C:26]([Cl:30])[CH:25]=3)[OH:23])=[N:10][CH:9]=2)=[CH:4][CH:3]=1, predict the reactants needed to synthesize it. The reactants are: [Br:1][C:2]1[CH:7]=[CH:6][C:5]([C:8]2[N:12](O)[C:11]([C:14]3[C:15](=[O:31])[NH:16][CH:17]=[CH:18][C:19]=3[NH:20][CH2:21][CH:22]([C:24]3[CH:29]=[CH:28][CH:27]=[C:26]([Cl:30])[CH:25]=3)[OH:23])=[N:10][CH:9]=2)=[CH:4][CH:3]=1.Cl. (4) The reactants are: C(OC(=O)C[N:6]([CH2:27][C:28]1[CH:33]=[CH:32][C:31]([O:34][CH3:35])=[CH:30][C:29]=1[O:36][CH3:37])[CH2:7][C:8]1[CH:13]=[C:12]([O:14][CH2:15][C:16]2[CH:21]=[CH:20][CH:19]=[CH:18][CH:17]=2)[CH:11]=[CH:10][C:9]=1[C:22](OCC)=[O:23])C.CC(C)([O-])C.[K+].[C:45]([O:48][CH2:49][CH3:50])(=[O:47])[CH3:46].[Cl-].[NH4+]. Given the product [CH2:49]([O:48][C:45]([C:46]1[N:6]([CH2:27][C:28]2[CH:33]=[CH:32][C:31]([O:34][CH3:35])=[CH:30][C:29]=2[O:36][CH3:37])[CH2:7][C:8]2[C:9]([C:22]=1[OH:23])=[CH:10][CH:11]=[C:12]([O:14][CH2:15][C:16]1[CH:21]=[CH:20][CH:19]=[CH:18][CH:17]=1)[CH:13]=2)=[O:47])[CH3:50], predict the reactants needed to synthesize it.